Task: Predict the reactants needed to synthesize the given product.. Dataset: Full USPTO retrosynthesis dataset with 1.9M reactions from patents (1976-2016) (1) Given the product [OH:1][C@H:2]1[C@@H:9]2[N:5]([C:6](=[O:29])[N:7]([C:11]3[CH:12]=[C:13]4[C:18](=[CH:19][CH:20]=3)[NH:17][C:16](=[O:28])[CH:15]=[CH:14]4)[C:8]2=[O:10])[CH2:4][CH2:3]1, predict the reactants needed to synthesize it. The reactants are: [OH:1][C@H:2]1[C@@H:9]2[N:5]([C:6](=[O:29])[N:7]([C:11]3[CH:12]=[C:13]4[C:18](=[CH:19][CH:20]=3)[N:17](CC3C=CC=CC=3)[C:16](=[O:28])[CH:15]=[CH:14]4)[C:8]2=[O:10])[CH2:4][CH2:3]1. (2) Given the product [CH:20]([N:16]1[C:15]([C:9]2[S:10][C:11]3[CH2:12][CH2:13][O:14][C:5]4[CH:4]=[CH:3][C:2]([C:30]5[CH:31]=[N:32][CH:33]=[C:28]([S:25]([CH3:24])(=[O:27])=[O:26])[CH:29]=5)=[CH:23][C:6]=4[C:7]=3[N:8]=2)=[N:19][CH:18]=[N:17]1)([CH3:22])[CH3:21], predict the reactants needed to synthesize it. The reactants are: Br[C:2]1[CH:3]=[CH:4][C:5]2[O:14][CH2:13][CH2:12][C:11]3[S:10][C:9]([C:15]4[N:16]([CH:20]([CH3:22])[CH3:21])[N:17]=[CH:18][N:19]=4)=[N:8][C:7]=3[C:6]=2[CH:23]=1.[CH3:24][S:25]([C:28]1[CH:29]=[C:30](B(O)O)[CH:31]=[N:32][CH:33]=1)(=[O:27])=[O:26]. (3) Given the product [CH3:30][O:29][N:28]([CH3:27])[C:22](=[O:24])[CH2:21][CH2:20][CH2:19][CH2:18][CH2:17][CH2:16][CH2:15][CH2:14][CH2:13][CH2:12][NH:11][C:9](=[O:10])[O:8][CH2:1][C:2]1[CH:3]=[CH:4][CH:5]=[CH:6][CH:7]=1, predict the reactants needed to synthesize it. The reactants are: [CH2:1]([O:8][C:9]([NH:11][CH2:12][CH2:13][CH2:14][CH2:15][CH2:16][CH2:17][CH2:18][CH2:19][CH2:20][CH2:21][C:22]([O:24]C)=O)=[O:10])[C:2]1[CH:7]=[CH:6][CH:5]=[CH:4][CH:3]=1.Cl.[CH3:27][NH:28][O:29][CH3:30].C(=O)=O.C([Mg]Cl)(C)C. (4) Given the product [CH3:1][O:2][C:3](=[O:30])[CH2:4][NH:5][C:6]([C:8]1[C:13]([OH:14])=[CH:12][C:11]([OH:22])=[CH:10][N:9]=1)=[O:7], predict the reactants needed to synthesize it. The reactants are: [CH3:1][O:2][C:3](=[O:30])[CH2:4][NH:5][C:6]([C:8]1[C:13]([O:14]CC2C=CC=CC=2)=[CH:12][C:11]([O:22]CC2C=CC=CC=2)=[CH:10][N:9]=1)=[O:7]. (5) The reactants are: [H-].[Al+3].[Li+].[H-].[H-].[H-].[CH2:7]([O:9][C:10]1[CH:15]=[C:14]([C:16](OCC)=[O:17])[CH:13]=[C:12]([O:21][CH2:22][CH3:23])[C:11]=1[C:24]1[CH:29]=[CH:28][C:27]([F:30])=[CH:26][CH:25]=1)[CH3:8].S([O-])([O-])(=O)=O.[Na+].[Na+].C(OCC)(=O)C. Given the product [CH2:7]([O:9][C:10]1[CH:15]=[C:14]([CH2:16][OH:17])[CH:13]=[C:12]([O:21][CH2:22][CH3:23])[C:11]=1[C:24]1[CH:25]=[CH:26][C:27]([F:30])=[CH:28][CH:29]=1)[CH3:8], predict the reactants needed to synthesize it. (6) The reactants are: C1C(=O)N([Br:8])C(=O)C1.[CH3:9][S:10]([C:13]1[CH:18]=[CH:17][C:16]([C:19]2[N:20]=[CH:21][C:22]([NH2:25])=[N:23][CH:24]=2)=[CH:15][CH:14]=1)(=[O:12])=[O:11].O. Given the product [Br:8][C:21]1[C:22]([NH2:25])=[N:23][CH:24]=[C:19]([C:16]2[CH:15]=[CH:14][C:13]([S:10]([CH3:9])(=[O:11])=[O:12])=[CH:18][CH:17]=2)[N:20]=1, predict the reactants needed to synthesize it.